From a dataset of Full USPTO retrosynthesis dataset with 1.9M reactions from patents (1976-2016). Predict the reactants needed to synthesize the given product. (1) Given the product [CH3:45][CH:43]1[O:44][CH:39]([CH3:38])[CH2:40][N:41]([C:26]([N:12]2[CH2:13][CH:14]([C:16]3[CH:17]=[CH:18][C:19]([C:22]([F:25])([F:23])[F:24])=[CH:20][CH:21]=3)[CH2:15][CH:10]([NH:9][C:7]([C:1]3[CH:6]=[CH:5][CH:4]=[CH:3][CH:2]=3)=[O:8])[CH2:11]2)=[O:28])[CH2:42]1, predict the reactants needed to synthesize it. The reactants are: [C:1]1([C:7]([NH:9][CH:10]2[CH2:15][CH:14]([C:16]3[CH:21]=[CH:20][C:19]([C:22]([F:25])([F:24])[F:23])=[CH:18][CH:17]=3)[CH2:13][N:12]([C:26]([O:28]C3C=CC([N+]([O-])=O)=CC=3)=O)[CH2:11]2)=[O:8])[CH:6]=[CH:5][CH:4]=[CH:3][CH:2]=1.[CH3:38][C@H:39]1[O:44][C@@H:43]([CH3:45])[CH2:42][NH:41][CH2:40]1.C(=O)([O-])[O-].[K+].[K+]. (2) Given the product [CH:13]1([NH:16][CH2:17][C@@H:18]2[CH2:22][CH2:21][CH2:20][N:19]2[C:9]([C:5]2[C:4]([CH3:12])=[C:3]([CH:1]=[O:2])[NH:7][C:6]=2[CH3:8])=[O:11])[CH2:15][CH2:14]1, predict the reactants needed to synthesize it. The reactants are: [CH:1]([C:3]1[NH:7][C:6]([CH3:8])=[C:5]([C:9]([OH:11])=O)[C:4]=1[CH3:12])=[O:2].[CH:13]1([NH:16][CH2:17][C@@H:18]2[CH2:22][CH2:21][CH2:20][NH:19]2)[CH2:15][CH2:14]1.C1C=CC2N(O)N=NC=2C=1.CCN=C=NCCCN(C)C. (3) Given the product [CH3:1][O:2][C:3]1[CH:4]=[CH:5][C:6]2[O:10][C:9]([CH:16]([C:17]3[CH:22]=[CH:21][CH:20]=[CH:19][CH:18]=3)[CH2:15][CH2:14][NH:13][CH3:12])=[CH:8][C:7]=2[CH:11]=1, predict the reactants needed to synthesize it. The reactants are: [CH3:1][O:2][C:3]1[CH:4]=[CH:5][C:6]2[O:10][CH:9]=[CH:8][C:7]=2[CH:11]=1.[CH3:12][N:13](C(=O)C(F)(F)F)[CH2:14][CH2:15][CH:16](OC(=O)C(F)(F)F)[C:17]1[CH:22]=[CH:21][CH:20]=[CH:19][CH:18]=1.[OH-].[Na+]. (4) Given the product [C:1]([O:5][C:6]([N:8]1[CH2:12][C@@H:11]([O:13][C:14]2[CH:15]=[CH:16][CH:17]=[CH:18][CH:19]=2)[CH2:10][C@H:9]1[C:20]([OH:22])=[O:21])=[O:7])([CH3:4])([CH3:2])[CH3:3], predict the reactants needed to synthesize it. The reactants are: [C:1]([O:5][C:6]([N:8]1[CH2:12][C@@H:11]([O:13][C:14]2[CH:19]=[CH:18][CH:17]=[CH:16][CH:15]=2)[CH2:10][C@H:9]1[C:20]([O:22]C)=[O:21])=[O:7])([CH3:4])([CH3:3])[CH3:2].[OH-].[Na+]. (5) Given the product [Cl:10][C:6]1[CH:7]=[CH:8][CH:9]=[C:2]([N:25]2[CH:24]=[CH:23][C:22]3[C:27](=[C:28]([F:30])[CH:29]=[C:20]([CH:17]4[CH2:19][CH2:18]4)[CH:21]=3)[C:26]2=[O:31])[C:3]=1[CH:4]=[O:5], predict the reactants needed to synthesize it. The reactants are: Br[C:2]1[CH:9]=[CH:8][CH:7]=[C:6]([Cl:10])[C:3]=1[CH:4]=[O:5].C(=O)([O-])[O-].[K+].[K+].[CH:17]1([C:20]2[CH:21]=[C:22]3[C:27](=[C:28]([F:30])[CH:29]=2)[C:26](=[O:31])[NH:25][CH:24]=[CH:23]3)[CH2:19][CH2:18]1. (6) Given the product [C:17]([O:16][C:15]([NH:14][S:11]([C:8]1[CH:9]=[CH:10][C:5]([CH2:4][O:3][CH2:28][C:27]([O:26][C:22]([CH3:25])([CH3:24])[CH3:23])=[O:30])=[CH:6][CH:7]=1)(=[O:13])=[O:12])=[O:21])([CH3:18])([CH3:20])[CH3:19], predict the reactants needed to synthesize it. The reactants are: [H-].[Na+].[OH:3][CH2:4][C:5]1[CH:10]=[CH:9][C:8]([S:11]([NH:14][C:15](=[O:21])[O:16][C:17]([CH3:20])([CH3:19])[CH3:18])(=[O:13])=[O:12])=[CH:7][CH:6]=1.[C:22]([O:26][C:27](=[O:30])[CH2:28]Br)([CH3:25])([CH3:24])[CH3:23]. (7) Given the product [CH:19]1[C:20]2[CH:21]([CH2:23][O:24][C:25]([NH:27][C@@H:28]([CH2:32][NH:33][C:1](=[O:8])[C:2]3[CH:7]=[CH:6][CH:5]=[CH:4][CH:3]=3)[C:29]([OH:31])=[O:30])=[O:26])[C:22]3[C:14](=[CH:13][CH:12]=[CH:11][CH:10]=3)[C:15]=2[CH:16]=[CH:17][CH:18]=1, predict the reactants needed to synthesize it. The reactants are: [C:1](Cl)(=[O:8])[C:2]1[CH:7]=[CH:6][CH:5]=[CH:4][CH:3]=1.[CH:10]1[C:22]2[CH:21]([CH2:23][O:24][C:25]([NH:27][C@@H:28]([CH2:32][NH2:33])[C:29]([OH:31])=[O:30])=[O:26])[C:20]3[C:15](=[CH:16][CH:17]=[CH:18][CH:19]=3)[C:14]=2[CH:13]=[CH:12][CH:11]=1. (8) Given the product [Cl:1][C:2]1[CH:3]=[C:4]([C@@H:13]2[C@@H:18]([C:19]3[CH:24]=[CH:23][C:22]([Cl:25])=[CH:21][CH:20]=3)[N:17]([CH2:26][CH:27]3[CH2:29][CH2:28]3)[C:16](=[O:30])[C@@H:15]([CH2:31][C:32]([OH:34])=[O:33])[O:14]2)[CH:5]=[C:6]([C:8]2[CH:9]=[N:10][NH:11][CH:12]=2)[CH:7]=1, predict the reactants needed to synthesize it. The reactants are: [Cl:1][C:2]1[CH:3]=[C:4]([C@@H:13]2[C@@H:18]([C:19]3[CH:24]=[CH:23][C:22]([Cl:25])=[CH:21][CH:20]=3)[N:17]([CH2:26][CH:27]3[CH2:29][CH2:28]3)[C:16](=[O:30])[C@@H:15]([CH2:31][C:32]([O:34]C(C)(C)C)=[O:33])[O:14]2)[CH:5]=[C:6]([C:8]2[CH:9]=[N:10][NH:11][CH:12]=2)[CH:7]=1.ClC1C=C([C@@H]2[C@@H](C3C=CC(Cl)=CC=3)N(CC3CC3)C(=O)[C@H](CC(OC(C)(C)C)=O)O2)C=C(C2C=NNC=2)C=1.C(O)(C(F)(F)F)=O. (9) Given the product [C:1]([O:4][C:5]([CH3:28])([C:6]1[O:26][C:10]([C:11]2[CH:16]=[CH:15][N:14]=[C:13]([NH:17][C:18]3[CH:23]=[CH:22][C:21]([S:24][CH3:25])=[CH:20][CH:19]=3)[CH:12]=2)=[N:9][N:8]=1)[CH3:27])(=[O:3])[CH3:2], predict the reactants needed to synthesize it. The reactants are: [C:1]([O:4][C:5]([CH3:28])([CH3:27])[C:6]([NH:8][NH:9][C:10](=[O:26])[C:11]1[CH:16]=[CH:15][N:14]=[C:13]([NH:17][C:18]2[CH:23]=[CH:22][C:21]([S:24][CH3:25])=[CH:20][CH:19]=2)[CH:12]=1)=O)(=[O:3])[CH3:2].C1(C)C=CC(S(Cl)(=O)=O)=CC=1. (10) The reactants are: [C:1]([O:5][C:6]([NH:8][C@H:9]([C:13]([OH:15])=[O:14])[CH2:10][S:11][CH3:12])=[O:7])([CH3:4])([CH3:3])[CH3:2].[CH2:16]([O:18][C:19](Cl)=[O:20])[CH3:17].C(N(CC)CC)C. Given the product [C:1]([O:5][C:6]([NH:8][C@H:9]([C:13]([O:15][C:19]([O:18][CH2:16][CH3:17])=[O:20])=[O:14])[CH2:10][S:11][CH3:12])=[O:7])([CH3:4])([CH3:2])[CH3:3], predict the reactants needed to synthesize it.